Regression. Given a peptide amino acid sequence and an MHC pseudo amino acid sequence, predict their binding affinity value. This is MHC class I binding data. From a dataset of Peptide-MHC class I binding affinity with 185,985 pairs from IEDB/IMGT. The MHC is HLA-A29:02 with pseudo-sequence HLA-A29:02. The peptide sequence is RVACRDVEV. The binding affinity (normalized) is 0.0847.